This data is from Reaction yield outcomes from USPTO patents with 853,638 reactions. The task is: Predict the reaction yield, written as a fraction of the theoretical maximum amount of product (1.0 means a 100% yield; for example, 0.34 means a 34% yield). (1) The reactants are [CH2:1]([O:3][C:4]1[CH:9]=[CH:8][C:7]([S:10]([N:13]2[CH2:18][CH2:17][N:16]([CH2:19][CH2:20][OH:21])[CH2:15][CH2:14]2)(=[O:12])=[O:11])=[CH:6][C:5]=1[C:22]1[NH:23][C:24](=[O:35])[C:25]2[N:30]([CH3:31])[CH:29]=[C:28]([CH2:32][CH2:33][CH3:34])[C:26]=2[N:27]=1)[CH3:2].[C:36](OC(=O)C)(=[O:38])[CH3:37]. The catalyst is CN(C1C=CN=CC=1)C.N1C=CC=CC=1. The product is [C:36]([O:21][CH2:20][CH2:19][N:16]1[CH2:15][CH2:14][N:13]([S:10]([C:7]2[CH:8]=[CH:9][C:4]([O:3][CH2:1][CH3:2])=[C:5]([C:22]3[NH:23][C:24](=[O:35])[C:25]4[N:30]([CH3:31])[CH:29]=[C:28]([CH2:32][CH2:33][CH3:34])[C:26]=4[N:27]=3)[CH:6]=2)(=[O:11])=[O:12])[CH2:18][CH2:17]1)(=[O:38])[CH3:37]. The yield is 0.930. (2) The reactants are C[O:2][C:3]1[CH:8]=[CH:7][C:6]([S:9][C:10]2[C:15]3[CH:16]=[C:17]([C:19]([O:21][CH3:22])=[O:20])[S:18][C:14]=3[CH:13]=[CH:12][CH:11]=2)=[CH:5][CH:4]=1.B(Br)(Br)Br. The catalyst is ClCCl. The product is [OH:2][C:3]1[CH:4]=[CH:5][C:6]([S:9][C:10]2[C:15]3[CH:16]=[C:17]([C:19]([O:21][CH3:22])=[O:20])[S:18][C:14]=3[CH:13]=[CH:12][CH:11]=2)=[CH:7][CH:8]=1. The yield is 0.810. (3) The reactants are [Cl:1][C:2]1[CH:10]=[CH:9][CH:8]=[C:7]2[C:3]=1[C:4]1[C:14](=O)[NH:13][C:12]([NH:16][C:17](=[O:22])[C:18]([CH3:21])([CH3:20])[CH3:19])=[N:11][C:5]=1[NH:6]2.O=P(Cl)(Cl)[Cl:25].C(Cl)(Cl)Cl.CO.CCOCC. The catalyst is C(Cl)(Cl)Cl.CO. The product is [Cl:25][C:14]1[C:4]2[C:3]3[C:7](=[CH:8][CH:9]=[CH:10][C:2]=3[Cl:1])[NH:6][C:5]=2[N:11]=[C:12]([NH:16][C:17](=[O:22])[C:18]([CH3:21])([CH3:20])[CH3:19])[N:13]=1. The yield is 0.700. (4) The reactants are Br[C:2]1[N:6]2[CH:7]=[CH:8][N:9]=[C:10]([S:11][CH3:12])[C:5]2=[N:4][CH:3]=1.[CH3:13][O:14][C:15]1[CH:20]=[CH:19][C:18](B(O)O)=[CH:17][CH:16]=1.O(C1C=CC=CC=1P(C1C=CC=CC=1)C1C=CC=CC=1)C1C=CC=CC=1P(C1C=CC=CC=1)C1C=CC=CC=1.C([O-])([O-])=O.[K+].[K+].O. The catalyst is CN(C=O)C.CC([O-])=O.CC([O-])=O.[Pd+2]. The product is [CH3:13][O:14][C:15]1[CH:20]=[CH:19][C:18]([C:2]2[N:6]3[CH:7]=[CH:8][N:9]=[C:10]([S:11][CH3:12])[C:5]3=[N:4][CH:3]=2)=[CH:17][CH:16]=1. The yield is 0.850. (5) The reactants are [CH3:1][O:2][C:3]1[CH:4]=[C:5]([CH:7]=[C:8]([O:12][CH3:13])[C:9]=1[O:10][CH3:11])[NH2:6].[Cl:14][CH2:15][C:16](Cl)=[O:17]. The catalyst is C1(C)C=CC=CC=1. The product is [Cl:14][CH2:15][C:16]([NH:6][C:5]1[CH:7]=[C:8]([O:12][CH3:13])[C:9]([O:10][CH3:11])=[C:3]([O:2][CH3:1])[CH:4]=1)=[O:17]. The yield is 0.910.